This data is from Reaction yield outcomes from USPTO patents with 853,638 reactions. The task is: Predict the reaction yield, written as a fraction of the theoretical maximum amount of product (1.0 means a 100% yield; for example, 0.34 means a 34% yield). The reactants are Br[C:2]1[CH:3]=[N:4][CH:5]=[CH:6][C:7]=1[CH3:8].[C:9](=[N:22][NH2:23])([C:16]1[CH:21]=[CH:20][CH:19]=[CH:18][CH:17]=1)[C:10]1[CH:15]=[CH:14][CH:13]=[CH:12][CH:11]=1.C1(P(C2C=CC=CC=2)C2C3OC4C(=CC=CC=4P(C4C=CC=CC=4)C4C=CC=CC=4)C(C)(C)C=3C=CC=2)C=CC=CC=1.CC(C)([O-])C.[Na+]. The catalyst is C1(C)C=CC=CC=1. The product is [C:10]1([C:9]([C:16]2[CH:21]=[CH:20][CH:19]=[CH:18][CH:17]=2)=[N:22][NH:23][C:2]2[CH:3]=[N:4][CH:5]=[CH:6][C:7]=2[CH3:8])[CH:11]=[CH:12][CH:13]=[CH:14][CH:15]=1. The yield is 0.600.